From a dataset of Merck oncology drug combination screen with 23,052 pairs across 39 cell lines. Regression. Given two drug SMILES strings and cell line genomic features, predict the synergy score measuring deviation from expected non-interaction effect. Drug 1: Cn1c(=O)n(-c2ccc(C(C)(C)C#N)cc2)c2c3cc(-c4cnc5ccccc5c4)ccc3ncc21. Drug 2: NC1CCCCC1N.O=C(O)C(=O)O.[Pt+2]. Cell line: UWB1289BRCA1. Synergy scores: synergy=17.2.